From a dataset of Merck oncology drug combination screen with 23,052 pairs across 39 cell lines. Regression. Given two drug SMILES strings and cell line genomic features, predict the synergy score measuring deviation from expected non-interaction effect. (1) Drug 1: N.N.O=C(O)C1(C(=O)O)CCC1.[Pt]. Drug 2: O=C(CCCCCCC(=O)Nc1ccccc1)NO. Cell line: SW620. Synergy scores: synergy=-12.8. (2) Drug 1: CN(C)C(=N)N=C(N)N. Drug 2: N#Cc1ccc(Cn2cncc2CN2CCN(c3cccc(Cl)c3)C(=O)C2)cc1. Cell line: COLO320DM. Synergy scores: synergy=-0.645. (3) Drug 1: COC12C(COC(N)=O)C3=C(C(=O)C(C)=C(N)C3=O)N1CC1NC12. Drug 2: O=C(CCCCCCC(=O)Nc1ccccc1)NO. Cell line: ZR751. Synergy scores: synergy=-23.8. (4) Drug 1: COc1cc(C2c3cc4c(cc3C(OC3OC5COC(C)OC5C(O)C3O)C3COC(=O)C23)OCO4)cc(OC)c1O. Drug 2: NC(=O)c1cccc2cn(-c3ccc(C4CCCNC4)cc3)nc12. Cell line: HT29. Synergy scores: synergy=9.89. (5) Drug 1: C#Cc1cccc(Nc2ncnc3cc(OCCOC)c(OCCOC)cc23)c1. Drug 2: CNC(=O)c1cc(Oc2ccc(NC(=O)Nc3ccc(Cl)c(C(F)(F)F)c3)cc2)ccn1. Cell line: PA1. Synergy scores: synergy=5.16.